This data is from Catalyst prediction with 721,799 reactions and 888 catalyst types from USPTO. The task is: Predict which catalyst facilitates the given reaction. Reactant: [Cl:1][C:2]1[N:10]=[C:9]([Cl:11])[CH:8]=[CH:7][C:3]=1[C:4]([OH:6])=[O:5].C(NC(=NC(C)C)O[C:18]([CH3:21])([CH3:20])[CH3:19])(C)C. Product: [Cl:1][C:2]1[N:10]=[C:9]([Cl:11])[CH:8]=[CH:7][C:3]=1[C:4]([O:6][C:18]([CH3:21])([CH3:20])[CH3:19])=[O:5]. The catalyst class is: 107.